From a dataset of Peptide-MHC class I binding affinity with 185,985 pairs from IEDB/IMGT. Regression. Given a peptide amino acid sequence and an MHC pseudo amino acid sequence, predict their binding affinity value. This is MHC class I binding data. (1) The peptide sequence is NSRHNAQHK. The MHC is HLA-A80:01 with pseudo-sequence HLA-A80:01. The binding affinity (normalized) is 0.0847. (2) The peptide sequence is HLKRTILAL. The MHC is HLA-B27:05 with pseudo-sequence HLA-B27:05. The binding affinity (normalized) is 0.0847. (3) The peptide sequence is KRVDWSVEY. The MHC is HLA-B27:05 with pseudo-sequence HLA-B27:05. The binding affinity (normalized) is 0.487. (4) The peptide sequence is KLFCQLAKV. The MHC is HLA-A02:06 with pseudo-sequence HLA-A02:06. The binding affinity (normalized) is 0.787.